This data is from Catalyst prediction with 721,799 reactions and 888 catalyst types from USPTO. The task is: Predict which catalyst facilitates the given reaction. Reactant: [CH3:1][C:2]1[NH:6][C:5]2[CH:7]=[C:8]([O:12][CH2:13][CH2:14][CH2:15][C:16]([O:18][CH2:19][CH3:20])=[O:17])[CH:9]=[C:10]([CH3:11])[C:4]=2[N:3]=1.CS(O[CH2:26][C:27]1[CH:32]=[C:31]([Cl:33])[CH:30]=[CH:29][C:28]=1[Cl:34])(=O)=O.C([O-])([O-])=O.[K+].[K+].[Na+].[I-]. Product: [Cl:34][C:28]1[CH:29]=[CH:30][C:31]([Cl:33])=[CH:32][C:27]=1[CH2:26][N:6]1[C:5]2[CH:7]=[C:8]([O:12][CH2:13][CH2:14][CH2:15][C:16]([O:18][CH2:19][CH3:20])=[O:17])[CH:9]=[C:10]([CH3:11])[C:4]=2[N:3]=[C:2]1[CH3:1]. The catalyst class is: 329.